Dataset: Forward reaction prediction with 1.9M reactions from USPTO patents (1976-2016). Task: Predict the product of the given reaction. Given the reactants [Cl-].[Cl-].[Cl-].[Al+3].[NH:5]1[C:9]2=[N:10][CH:11]=[CH:12][CH:13]=[C:8]2[CH:7]=[CH:6]1.[N+:14]([C:17]1[CH:18]=[C:19]([CH:23]=[CH:24][CH:25]=1)[C:20](Cl)=[O:21])([O-:16])=[O:15], predict the reaction product. The product is: [N+:14]([C:17]1[CH:18]=[C:19]([C:20]([C:7]2[C:8]3[C:9](=[N:10][CH:11]=[CH:12][CH:13]=3)[NH:5][CH:6]=2)=[O:21])[CH:23]=[CH:24][CH:25]=1)([O-:16])=[O:15].